This data is from NCI-60 drug combinations with 297,098 pairs across 59 cell lines. The task is: Regression. Given two drug SMILES strings and cell line genomic features, predict the synergy score measuring deviation from expected non-interaction effect. (1) Drug 1: CC1=C2C(C(=O)C3(C(CC4C(C3C(C(C2(C)C)(CC1OC(=O)C(C(C5=CC=CC=C5)NC(=O)OC(C)(C)C)O)O)OC(=O)C6=CC=CC=C6)(CO4)OC(=O)C)O)C)O. Drug 2: CC12CCC3C(C1CCC2OP(=O)(O)O)CCC4=C3C=CC(=C4)OC(=O)N(CCCl)CCCl.[Na+]. Cell line: NCIH23. Synergy scores: CSS=24.7, Synergy_ZIP=21.0, Synergy_Bliss=23.1, Synergy_Loewe=25.0, Synergy_HSA=22.6. (2) Drug 1: C1CC(C1)(C(=O)O)C(=O)O.[NH2-].[NH2-].[Pt+2]. Drug 2: C(CCl)NC(=O)N(CCCl)N=O. Cell line: MALME-3M. Synergy scores: CSS=14.9, Synergy_ZIP=-4.54, Synergy_Bliss=2.42, Synergy_Loewe=-1.95, Synergy_HSA=0.0597. (3) Drug 1: COC1=C(C=C2C(=C1)N=CN=C2NC3=CC(=C(C=C3)F)Cl)OCCCN4CCOCC4. Drug 2: C1=NC(=NC(=O)N1C2C(C(C(O2)CO)O)O)N. Cell line: COLO 205. Synergy scores: CSS=19.7, Synergy_ZIP=6.92, Synergy_Bliss=13.5, Synergy_Loewe=11.3, Synergy_HSA=11.3. (4) Drug 1: C1=CC(=CC=C1CCCC(=O)O)N(CCCl)CCCl. Drug 2: C1C(C(OC1N2C=C(C(=O)NC2=O)F)CO)O. Cell line: A498. Synergy scores: CSS=27.1, Synergy_ZIP=-8.73, Synergy_Bliss=-10.0, Synergy_Loewe=-4.15, Synergy_HSA=-2.97. (5) Drug 1: C1=CC(=CC=C1C#N)C(C2=CC=C(C=C2)C#N)N3C=NC=N3. Drug 2: CC1=C(C(=CC=C1)Cl)NC(=O)C2=CN=C(S2)NC3=CC(=NC(=N3)C)N4CCN(CC4)CCO. Cell line: CAKI-1. Synergy scores: CSS=3.42, Synergy_ZIP=-1.33, Synergy_Bliss=0.695, Synergy_Loewe=-0.847, Synergy_HSA=-0.570. (6) Drug 1: CN1C(=O)N2C=NC(=C2N=N1)C(=O)N. Drug 2: N.N.Cl[Pt+2]Cl. Cell line: SK-OV-3. Synergy scores: CSS=1.87, Synergy_ZIP=6.84, Synergy_Bliss=6.28, Synergy_Loewe=-17.6, Synergy_HSA=-8.66. (7) Drug 1: C1CN1P(=S)(N2CC2)N3CC3. Drug 2: CC12CCC3C(C1CCC2OP(=O)(O)O)CCC4=C3C=CC(=C4)OC(=O)N(CCCl)CCCl.[Na+]. Cell line: OVCAR3. Synergy scores: CSS=8.69, Synergy_ZIP=-4.49, Synergy_Bliss=-5.10, Synergy_Loewe=-1.43, Synergy_HSA=-3.94. (8) Drug 1: C1=CC(=CC=C1CCCC(=O)O)N(CCCl)CCCl. Drug 2: CC1C(C(CC(O1)OC2CC(OC(C2O)C)OC3=CC4=CC5=C(C(=O)C(C(C5)C(C(=O)C(C(C)O)O)OC)OC6CC(C(C(O6)C)O)OC7CC(C(C(O7)C)O)OC8CC(C(C(O8)C)O)(C)O)C(=C4C(=C3C)O)O)O)O. Cell line: OVCAR-8. Synergy scores: CSS=16.2, Synergy_ZIP=5.13, Synergy_Bliss=5.48, Synergy_Loewe=5.09, Synergy_HSA=5.02. (9) Drug 1: C1CC(=O)NC(=O)C1N2C(=O)C3=CC=CC=C3C2=O. Drug 2: C1CCC(C(C1)N)N.C(=O)(C(=O)[O-])[O-].[Pt+4]. Cell line: MDA-MB-231. Synergy scores: CSS=18.1, Synergy_ZIP=-8.03, Synergy_Bliss=-3.07, Synergy_Loewe=-1.52, Synergy_HSA=-0.738. (10) Drug 1: C(CC(=O)O)C(=O)CN.Cl. Drug 2: C(CCl)NC(=O)N(CCCl)N=O. Cell line: TK-10. Synergy scores: CSS=17.3, Synergy_ZIP=-2.07, Synergy_Bliss=0.319, Synergy_Loewe=2.17, Synergy_HSA=2.49.